Dataset: Reaction yield outcomes from USPTO patents with 853,638 reactions. Task: Predict the reaction yield, written as a fraction of the theoretical maximum amount of product (1.0 means a 100% yield; for example, 0.34 means a 34% yield). The reactants are [Cl:1][C:2]1[CH:7]=[CH:6][C:5]([OH:8])=[CH:4][C:3]=1[B:9]([OH:11])[OH:10].O[C:13]([C:16](O)([CH3:18])[CH3:17])([CH3:15])[CH3:14]. The catalyst is C1(C)C=CC=CC=1. The product is [Cl:1][C:2]1[CH:7]=[CH:6][C:5]([OH:8])=[CH:4][C:3]=1[B:9]1[O:10][C:16]([CH3:18])([CH3:17])[C:13]([CH3:15])([CH3:14])[O:11]1. The yield is 0.830.